This data is from Catalyst prediction with 721,799 reactions and 888 catalyst types from USPTO. The task is: Predict which catalyst facilitates the given reaction. (1) Reactant: C([O:8][C:9]1[CH:14]=[CH:13][CH:12]=[CH:11][C:10]=1[CH:15]([C:17]1[CH:22]=[CH:21][C:20]([C:23]([CH3:26])([CH3:25])[CH3:24])=[CH:19][CH:18]=1)O)C1C=CC=CC=1.Cl. Product: [C:23]([C:20]1[CH:21]=[CH:22][C:17]([CH2:15][C:10]2[CH:11]=[CH:12][CH:13]=[CH:14][C:9]=2[OH:8])=[CH:18][CH:19]=1)([CH3:26])([CH3:24])[CH3:25]. The catalyst class is: 293. (2) Reactant: [CH2:1]([O:3][C:4](=[O:32])[C:5]([O:23][C:24]1[CH:29]=[CH:28][C:27]([CH3:30])=[C:26]([CH3:31])[CH:25]=1)([CH3:22])[CH:6]([C:8]1[CH:13]=[CH:12][C:11]([O:14][CH2:15][C:16]2[CH:21]=[CH:20][CH:19]=[CH:18][CH:17]=2)=[CH:10][CH:9]=1)[OH:7])[CH3:2].N1C=CC=CC=1.[F:39][C:40]([F:51])([F:50])[C:41](O[C:41](=[O:42])[C:40]([F:51])([F:50])[F:39])=[O:42].Cl. Product: [CH2:1]([O:3][C:4](=[O:32])[C:5]([O:23][C:24]1[CH:29]=[CH:28][C:27]([CH3:30])=[C:26]([CH3:31])[CH:25]=1)([CH3:22])[CH:6]([C:8]1[CH:9]=[CH:10][C:11]([O:14][CH2:15][C:16]2[CH:21]=[CH:20][CH:19]=[CH:18][CH:17]=2)=[CH:12][CH:13]=1)[O:7][C:41](=[O:42])[C:40]([F:51])([F:50])[F:39])[CH3:2]. The catalyst class is: 2. (3) Product: [CH3:18][N:19]([CH3:20])[CH2:8][C:7]1[CH:10]=[CH:11][C:4]([N+:1]([O-:3])=[O:2])=[CH:5][CH:6]=1. Reactant: [N+:1]([C:4]1[CH:11]=[CH:10][C:7]([CH2:8]Br)=[CH:6][CH:5]=1)([O-:3])=[O:2].C(=O)([O-])[O-].[K+].[K+].[CH3:18][NH:19][CH3:20]. The catalyst class is: 10.